This data is from Catalyst prediction with 721,799 reactions and 888 catalyst types from USPTO. The task is: Predict which catalyst facilitates the given reaction. (1) Reactant: [C:1]([CH:3]1[C:22](=[O:23])[C@@H:21]([CH3:24])[C@@H:6]2[CH2:7][CH2:8][C:9]3[CH:10]=[N:11][C:12]([C:15]4[CH:20]=[CH:19][CH:18]=[CH:17][CH:16]=4)=[N:13][C:14]=3[C@@:5]2([C:25]2[CH:26]=[C:27]([CH:32]=[CH:33][CH:34]=2)[C:28]([O:30][CH3:31])=[O:29])[CH2:4]1)#[N:2].BrN1C(C)(C)C(=O)N(Br)C1=O.N1C=CC=CC=1. Product: [C:1]([C:3]1[C:22](=[O:23])[C@@H:21]([CH3:24])[C@@H:6]2[CH2:7][CH2:8][C:9]3[CH:10]=[N:11][C:12]([C:15]4[CH:16]=[CH:17][CH:18]=[CH:19][CH:20]=4)=[N:13][C:14]=3[C@@:5]2([C:25]2[CH:26]=[C:27]([CH:32]=[CH:33][CH:34]=2)[C:28]([O:30][CH3:31])=[O:29])[CH:4]=1)#[N:2]. The catalyst class is: 35. (2) Reactant: Cl.NO.C([N:7](CC)C(C)C)(C)C.[Br:13][C:14]1[N:19]=[C:18]([NH:20][C:21]([NH:23]C(OCC)=O)=S)[CH:17]=[CH:16][CH:15]=1. Product: [Br:13][C:14]1[N:19]2[N:7]=[C:21]([NH2:23])[N:20]=[C:18]2[CH:17]=[CH:16][CH:15]=1. The catalyst class is: 357.